This data is from Full USPTO retrosynthesis dataset with 1.9M reactions from patents (1976-2016). The task is: Predict the reactants needed to synthesize the given product. (1) Given the product [CH2:21]([O:20][C:18](=[O:19])[C:17]([CH3:24])([S:27]([CH2:7][CH:4]1[CH2:5][CH2:6][O:1][CH2:2][CH2:3]1)(=[O:29])=[O:26])[CH3:23])[CH3:22], predict the reactants needed to synthesize it. The reactants are: [O:1]1[CH2:6][CH2:5][CH:4]([CH2:7]SC(=O)C)[CH2:3][CH2:2]1.[O-]CC.[Na+].Br[C:17]([CH3:24])([CH3:23])[C:18]([O:20][CH2:21][CH3:22])=[O:19].O[O:26][S:27]([O-:29])=O.[K+]. (2) Given the product [Cl:1][C:2]1[C:38]([C:39]([F:41])([F:40])[F:42])=[CH:37][CH:36]=[CH:35][C:3]=1[CH2:4][O:5][CH2:6][CH:7]1[CH2:34][CH2:33][C:10]2[NH:11][CH:12]=[N:13][C:9]=2[CH2:8]1, predict the reactants needed to synthesize it. The reactants are: [Cl:1][C:2]1[C:38]([C:39]([F:42])([F:41])[F:40])=[CH:37][CH:36]=[CH:35][C:3]=1[CH2:4][O:5][CH2:6][CH:7]1[CH2:34][CH2:33][C:10]2[N:11](C(C3C=CC=CC=3)(C3C=CC=CC=3)C3C=CC=CC=3)[CH:12]=[N:13][C:9]=2[CH2:8]1.ClC1C(C(F)(F)F)=CC=CC=1COCC1CCC2N=CN(C(C3C=CC=CC=3)(C3C=CC=CC=3)C3C=CC=CC=3)C=2C1. (3) The reactants are: C(N(C(C)C)CC)(C)C.[C:10]([NH:14][CH2:15][CH2:16][CH:17]1[CH2:21][N:20]([C:22]([O:24][C:25]([CH3:28])([CH3:27])[CH3:26])=[O:23])[C@H:19]([C:29]([OH:31])=O)[CH2:18]1)(=[O:13])[CH:11]=[CH2:12].CN(C(ON1N=NC2C=CC=NC1=2)=[N+](C)C)C.F[P-](F)(F)(F)(F)F.C1C=CC2N(O)N=NC=2C=1.[CH3:66][C:67]1[N:72]=[C:71]([N:73]2[CH2:78][CH2:77][NH:76][CH2:75][CH2:74]2)[CH:70]=[CH:69][CH:68]=1. Given the product [C:10]([NH:14][CH2:15][CH2:16][CH:17]1[CH2:21][N:20]([C:22]([O:24][C:25]([CH3:26])([CH3:27])[CH3:28])=[O:23])[C@H:19]([C:29]([N:76]2[CH2:77][CH2:78][N:73]([C:71]3[CH:70]=[CH:69][CH:68]=[C:67]([CH3:66])[N:72]=3)[CH2:74][CH2:75]2)=[O:31])[CH2:18]1)(=[O:13])[CH:11]=[CH2:12], predict the reactants needed to synthesize it. (4) Given the product [CH3:26][O:27][C:28](=[O:37])[C:29]1[CH:34]=[CH:33][CH:32]=[CH:31][C:30]=1[N:35]([C:8]([C:5]1[C:4]([NH:11][S:12]([C:15]2[CH:20]=[CH:19][C:18]([Cl:21])=[C:17]([C:22]([F:25])([F:23])[F:24])[CH:16]=2)(=[O:14])=[O:13])=[CH:3][C:2]([Cl:1])=[CH:7][N:6]=1)=[O:9])[CH3:36], predict the reactants needed to synthesize it. The reactants are: [Cl:1][C:2]1[CH:3]=[C:4]([NH:11][S:12]([C:15]2[CH:20]=[CH:19][C:18]([Cl:21])=[C:17]([C:22]([F:25])([F:24])[F:23])[CH:16]=2)(=[O:14])=[O:13])[C:5]([C:8](O)=[O:9])=[N:6][CH:7]=1.[CH3:26][O:27][C:28](=[O:37])[C:29]1[CH:34]=[CH:33][CH:32]=[CH:31][C:30]=1[NH:35][CH3:36].F[P-](F)(F)(F)(F)F.N1(O[P+](N(C)C)(N(C)C)N(C)C)C2C=CC=CC=2N=N1.CCN(C(C)C)C(C)C. (5) Given the product [CH:53]1([S:50]([NH:49][C:47]([C@@:11]23[CH2:46][C@H:10]2[CH:9]=[CH:8][CH2:7][CH2:6][CH2:5][CH2:4][CH2:3][C@H:2]([NH:1][C:68]([NH2:63])=[S:69])[C:16](=[O:17])[N:15]2[CH2:18][C@H:19]([O:21][C:22]4[C:23]5[O:40][C:39]6[CH:41]=[CH:42][CH:43]=[CH:44][C:38]=6[C:24]=5[N:25]=[C:26]([C:28]5[CH:29]=[CH:30][C:31]([C:34]([F:36])([F:37])[F:35])=[CH:32][CH:33]=5)[N:27]=4)[CH2:20][C@H:14]2[C:13](=[O:45])[NH:12]3)=[O:48])(=[O:51])=[O:52])[CH2:55][CH2:54]1, predict the reactants needed to synthesize it. The reactants are: [NH2:1][C@@H:2]1[C:16](=[O:17])[N:15]2[CH2:18][C@H:19]([O:21][C:22]3[C:23]4[O:40][C:39]5[CH:41]=[CH:42][CH:43]=[CH:44][C:38]=5[C:24]=4[N:25]=[C:26]([C:28]4[CH:33]=[CH:32][C:31]([C:34]([F:37])([F:36])[F:35])=[CH:30][CH:29]=4)[N:27]=3)[CH2:20][C@H:14]2[C:13](=[O:45])[NH:12][C@:11]2([C:47]([NH:49][S:50]([CH:53]3[CH2:55][CH2:54]3)(=[O:52])=[O:51])=[O:48])[CH2:46][C@H:10]2[CH:9]=[CH:8][CH2:7][CH2:6][CH2:5][CH2:4][CH2:3]1.C(N(CC)CC)C.[N:63]1([C:68](N2C=CN=C2)=[S:69])C=CN=C1.N.CO. (6) The reactants are: [CH3:1][C:2]1[C:7]([C:8]([F:11])([F:10])[F:9])=[CH:6][CH:5]=[CH:4][C:3]=1[N+:12]([O-:14])=[O:13].C1C(C(OO)=O)=CC=CC=1.BrN1C(=O)CCC1=O.Cl.[NH2:34][CH2:35][C:36]([O:38][CH2:39][CH3:40])=[O:37].C(=O)([O-])O.[Na+]. Given the product [N+:12]([C:3]1[CH:4]=[CH:5][CH:6]=[C:7]([C:8]([F:11])([F:10])[F:9])[C:2]=1[CH2:1][CH:35]([NH2:34])[C:36]([O:38][CH2:39][CH3:40])=[O:37])([O-:14])=[O:13], predict the reactants needed to synthesize it.